Dataset: NCI-60 drug combinations with 297,098 pairs across 59 cell lines. Task: Regression. Given two drug SMILES strings and cell line genomic features, predict the synergy score measuring deviation from expected non-interaction effect. (1) Drug 1: CCC1(CC2CC(C3=C(CCN(C2)C1)C4=CC=CC=C4N3)(C5=C(C=C6C(=C5)C78CCN9C7C(C=CC9)(C(C(C8N6C=O)(C(=O)OC)O)OC(=O)C)CC)OC)C(=O)OC)O.OS(=O)(=O)O. Drug 2: C1C(C(OC1N2C=NC(=NC2=O)N)CO)O. Cell line: HOP-92. Synergy scores: CSS=8.93, Synergy_ZIP=-5.95, Synergy_Bliss=-5.17, Synergy_Loewe=-9.67, Synergy_HSA=-4.89. (2) Synergy scores: CSS=4.17, Synergy_ZIP=-0.968, Synergy_Bliss=3.29, Synergy_Loewe=1.31, Synergy_HSA=1.56. Cell line: HCT116. Drug 1: C1CC(=O)NC(=O)C1N2CC3=C(C2=O)C=CC=C3N. Drug 2: CCCS(=O)(=O)NC1=C(C(=C(C=C1)F)C(=O)C2=CNC3=C2C=C(C=N3)C4=CC=C(C=C4)Cl)F. (3) Drug 1: CC1C(C(CC(O1)OC2CC(CC3=C2C(=C4C(=C3O)C(=O)C5=C(C4=O)C(=CC=C5)OC)O)(C(=O)CO)O)N)O. Drug 2: CC1(CCCN1)C2=NC3=C(C=CC=C3N2)C(=O)N. Cell line: SW-620. Synergy scores: CSS=60.7, Synergy_ZIP=3.16, Synergy_Bliss=1.91, Synergy_Loewe=-16.5, Synergy_HSA=1.77. (4) Drug 1: CC1=C(C=C(C=C1)NC2=NC=CC(=N2)N(C)C3=CC4=NN(C(=C4C=C3)C)C)S(=O)(=O)N.Cl. Drug 2: CC12CCC3C(C1CCC2O)C(CC4=C3C=CC(=C4)O)CCCCCCCCCS(=O)CCCC(C(F)(F)F)(F)F. Cell line: SN12C. Synergy scores: CSS=5.97, Synergy_ZIP=-1.74, Synergy_Bliss=-0.0417, Synergy_Loewe=0.966, Synergy_HSA=1.12. (5) Drug 1: CC1=C2C(C(=O)C3(C(CC4C(C3C(C(C2(C)C)(CC1OC(=O)C(C(C5=CC=CC=C5)NC(=O)OC(C)(C)C)O)O)OC(=O)C6=CC=CC=C6)(CO4)OC(=O)C)OC)C)OC. Drug 2: CC12CCC3C(C1CCC2=O)CC(=C)C4=CC(=O)C=CC34C. Cell line: HS 578T. Synergy scores: CSS=71.9, Synergy_ZIP=3.59, Synergy_Bliss=4.19, Synergy_Loewe=4.91, Synergy_HSA=7.63.